From a dataset of Full USPTO retrosynthesis dataset with 1.9M reactions from patents (1976-2016). Predict the reactants needed to synthesize the given product. (1) Given the product [CH3:24][N:25]([CH3:26])[C:19](=[O:20])[CH2:18][CH2:17][CH2:16][C:13]1[CH:14]=[CH:15][C:10]([NH:9][C:7](=[O:8])[C:6]([F:23])([F:22])[F:5])=[CH:11][CH:12]=1, predict the reactants needed to synthesize it. The reactants are: S(Cl)(Cl)=O.[F:5][C:6]([F:23])([F:22])[C:7]([NH:9][C:10]1[CH:15]=[CH:14][C:13]([CH2:16][CH2:17][CH2:18][C:19](O)=[O:20])=[CH:12][CH:11]=1)=[O:8].[CH3:24][N:25](C=O)[CH3:26]. (2) Given the product [NH2:32][C:9]1[C:8]([C:5]2([OH:4])[CH2:7][CH2:6]2)=[CH:13][N:12]=[C:11]([C:14]2[CH:18]=[C:17]([C:19]3[CH:23]=[CH:22][O:21][N:20]=3)[N:16]([CH2:24][C:25]3[CH:30]=[CH:29][CH:28]=[CH:27][C:26]=3[F:31])[N:15]=2)[N:10]=1, predict the reactants needed to synthesize it. The reactants are: C([O:4][C:5]1([C:8]2[C:9]([NH2:32])=[N:10][C:11]([C:14]3[CH:18]=[C:17]([C:19]4[CH:23]=[CH:22][O:21][N:20]=4)[N:16]([CH2:24][C:25]4[CH:30]=[CH:29][CH:28]=[CH:27][C:26]=4[F:31])[N:15]=3)=[N:12][CH:13]=2)[CH2:7][CH2:6]1)C=C.C([O-])(=O)C.[Na+].C1(S([O-])=O)C=CC=CC=1.[Na+].C(OCC)(=O)C.